Task: Predict the reaction yield, written as a fraction of the theoretical maximum amount of product (1.0 means a 100% yield; for example, 0.34 means a 34% yield).. Dataset: Reaction yield outcomes from USPTO patents with 853,638 reactions (1) The reactants are C(N(CC)CC)C.[CH2:8]([O:15][C:16]1[CH:17]=[C:18]([CH:22]=[CH:23][CH:24]=1)[C:19](Cl)=[O:20])[C:9]1[CH:14]=[CH:13][CH:12]=[CH:11][CH:10]=1.[CH2:25]([O:32][C:33]1[C:34]([CH3:42])=[C:35]([CH3:41])[C:36]([NH2:40])=[N:37][C:38]=1[CH3:39])[C:26]1[CH:31]=[CH:30][CH:29]=[CH:28][CH:27]=1. The catalyst is C(Cl)Cl. The product is [CH2:8]([O:15][C:16]1[CH:17]=[C:18]([CH:22]=[CH:23][CH:24]=1)[C:19]([NH:40][C:36]1[C:35]([CH3:41])=[C:34]([CH3:42])[C:33]([O:32][CH2:25][C:26]2[CH:31]=[CH:30][CH:29]=[CH:28][CH:27]=2)=[C:38]([CH3:39])[N:37]=1)=[O:20])[C:9]1[CH:14]=[CH:13][CH:12]=[CH:11][CH:10]=1. The yield is 0.740. (2) The reactants are [OH:1][C:2]1[CH:3]=[C:4]([CH:9]=[CH:10][CH:11]=1)[C:5]([O:7][CH3:8])=[O:6].N1C(C)=CC=CC=1C.[F:20][C:21]([F:34])([F:33])[S:22](O[S:22]([C:21]([F:34])([F:33])[F:20])(=[O:24])=[O:23])(=[O:24])=[O:23]. The catalyst is C(Cl)Cl. The product is [F:20][C:21]([F:34])([F:33])[S:22]([O:1][C:2]1[CH:3]=[C:4]([CH:9]=[CH:10][CH:11]=1)[C:5]([O:7][CH3:8])=[O:6])(=[O:24])=[O:23]. The yield is 0.980. (3) The reactants are [F:1][C:2]([F:7])([F:6])[C:3]([OH:5])=[O:4].[NH2:8][CH2:9][C:10]([N:12]1[CH2:17][CH2:16][CH:15]([C:18]2[CH:23]=[CH:22][C:21]([NH:24][C:25]([C:27]3[NH:28][CH:29]=[C:30]([C:32]#[N:33])[N:31]=3)=[O:26])=[C:20]([C:34]3[CH2:39][CH2:38][CH2:37][CH2:36][CH:35]=3)[CH:19]=2)[CH2:14][CH2:13]1)=[O:11].[BH-](OC(C)=O)(OC(C)=O)[O:41][C:42]([CH3:44])=O.[Na+].C(C=O)=O. The catalyst is C(Cl)Cl. The product is [C:3]([OH:5])([C:2]([F:7])([F:6])[F:1])=[O:4].[F:1][C:2]([F:7])([F:6])[C:3]([OH:5])=[O:4].[C:34]1([C:20]2[CH:19]=[C:18]([CH:15]3[CH2:16][CH2:17][N:12]([C:10](=[O:11])[CH2:9][NH:8][CH2:44][CH2:42][OH:41])[CH2:13][CH2:14]3)[CH:23]=[CH:22][C:21]=2[NH:24][C:25]([C:27]2[NH:28][CH:29]=[C:30]([C:32]#[N:33])[N:31]=2)=[O:26])[CH2:39][CH2:38][CH2:37][CH2:36][CH:35]=1. The yield is 0.00100.